Predict the reaction yield, written as a fraction of the theoretical maximum amount of product (1.0 means a 100% yield; for example, 0.34 means a 34% yield). From a dataset of Reaction yield outcomes from USPTO patents with 853,638 reactions. The reactants are Br[C:2]1[O:14][C:5]2[N:6]=[C:7]([S:12][CH3:13])[N:8]([CH3:11])[C:9](=[O:10])[C:4]=2[C:3]=1[C:15]1[CH:20]=[CH:19][CH:18]=[CH:17][CH:16]=1.CC1(C)C(C)(C)OB([C:29]2[CH:34]=[CH:33][C:32]([C:35]3([NH:39][C:40](=[O:46])[O:41][C:42]([CH3:45])([CH3:44])[CH3:43])[CH2:38][CH2:37][CH2:36]3)=[CH:31][CH:30]=2)O1.C(=O)([O-])[O-].[K+].[K+]. The catalyst is COCCOC.O.CCOC(C)=O.C1C=CC([P]([Pd]([P](C2C=CC=CC=2)(C2C=CC=CC=2)C2C=CC=CC=2)([P](C2C=CC=CC=2)(C2C=CC=CC=2)C2C=CC=CC=2)[P](C2C=CC=CC=2)(C2C=CC=CC=2)C2C=CC=CC=2)(C2C=CC=CC=2)C2C=CC=CC=2)=CC=1. The product is [CH3:11][N:8]1[C:9](=[O:10])[C:4]2[C:3]([C:15]3[CH:20]=[CH:19][CH:18]=[CH:17][CH:16]=3)=[C:2]([C:29]3[CH:30]=[CH:31][C:32]([C:35]4([NH:39][C:40](=[O:46])[O:41][C:42]([CH3:44])([CH3:43])[CH3:45])[CH2:36][CH2:37][CH2:38]4)=[CH:33][CH:34]=3)[O:14][C:5]=2[N:6]=[C:7]1[S:12][CH3:13]. The yield is 0.700.